Dataset: Peptide-MHC class II binding affinity with 134,281 pairs from IEDB. Task: Regression. Given a peptide amino acid sequence and an MHC pseudo amino acid sequence, predict their binding affinity value. This is MHC class II binding data. (1) The binding affinity (normalized) is 0.625. The peptide sequence is MKNLVWNDELAYVAQ. The MHC is DRB1_0301 with pseudo-sequence DRB1_0301. (2) The peptide sequence is APYVAWMRATAIQAE. The MHC is HLA-DQA10102-DQB10602 with pseudo-sequence HLA-DQA10102-DQB10602. The binding affinity (normalized) is 0.592. (3) The peptide sequence is WPSVFYNRTCQCSGNF. The MHC is DRB1_0401 with pseudo-sequence DRB1_0401. The binding affinity (normalized) is 0. (4) The peptide sequence is LVSKLYEVVPGILTE. The MHC is DRB1_1101 with pseudo-sequence DRB1_1101. The binding affinity (normalized) is 0.579. (5) The binding affinity (normalized) is 0.315. The peptide sequence is QDVLLFTPASTEPQS. The MHC is DRB1_1302 with pseudo-sequence DRB1_1302. (6) The peptide sequence is MSQIMYNYPAMMAHA. The MHC is HLA-DQA10102-DQB10602 with pseudo-sequence HLA-DQA10102-DQB10602. The binding affinity (normalized) is 0.655.